From a dataset of Full USPTO retrosynthesis dataset with 1.9M reactions from patents (1976-2016). Predict the reactants needed to synthesize the given product. (1) Given the product [CH:24]1([C:27]([C:29]2[CH:30]=[CH:31][C:32]([O:33][C@@H:34]([C:37]3[O:41][N:40]=[C:39]([C:42]4[CH:50]=[CH:49][C:45]([C:46]([NH:54][C@H:55]5[C@@H:59]([OH:60])[CH2:58][O:57][C:56]5=[O:61])=[O:47])=[C:44]([F:51])[CH:43]=4)[N:38]=3)[CH2:35][CH3:36])=[CH:52][CH:53]=2)=[O:28])[CH2:25][CH2:26]1, predict the reactants needed to synthesize it. The reactants are: O.ON1C2C=CC=CC=2N=N1.Cl.CN(C)CCCN=C=NCC.[CH:24]1([C:27]([C:29]2[CH:53]=[CH:52][C:32]([O:33][C@@H:34]([C:37]3[O:41][N:40]=[C:39]([C:42]4[CH:50]=[CH:49][C:45]([C:46](O)=[O:47])=[C:44]([F:51])[CH:43]=4)[N:38]=3)[CH2:35][CH3:36])=[CH:31][CH:30]=2)=[O:28])[CH2:26][CH2:25]1.[NH2:54][C@H:55]1[C@@H:59]([OH:60])[CH2:58][O:57][C:56]1=[O:61]. (2) Given the product [C:1]([O:5][C:6]([N:8]1[CH2:13][CH2:12][CH:11]([N:14]2[C:18]3=[N:19][CH:20]=[N:21][C:22]([O:32][C:30]4[CH:31]=[C:26]([CH2:24][CH3:25])[N:27]=[C:28]([CH3:33])[N:29]=4)=[C:17]3[CH:16]=[N:15]2)[CH2:10][CH2:9]1)=[O:7])([CH3:4])([CH3:3])[CH3:2], predict the reactants needed to synthesize it. The reactants are: [C:1]([O:5][C:6]([N:8]1[CH2:13][CH2:12][CH:11]([N:14]2[C:18]3=[N:19][CH:20]=[N:21][C:22](Cl)=[C:17]3[CH:16]=[N:15]2)[CH2:10][CH2:9]1)=[O:7])([CH3:4])([CH3:3])[CH3:2].[CH2:24]([C:26]1[CH:31]=[C:30]([OH:32])[N:29]=[C:28]([CH3:33])[N:27]=1)[CH3:25].C(=O)([O-])[O-].[K+].[K+]. (3) Given the product [C:12]([C:8]1[CH:9]=[C:10]([F:11])[C:2]([CH:20]=[C:21]2[CH2:26][CH2:25][N:24]([C:27]([O:29][C:30]([CH3:33])([CH3:32])[CH3:31])=[O:28])[CH2:23][CH2:22]2)=[C:3]2[C:7]=1[NH:6][C:5]([C:15]([F:18])([F:17])[F:16])=[C:4]2[CH3:19])(=[O:13])[NH2:14], predict the reactants needed to synthesize it. The reactants are: Br[C:2]1[C:10]([F:11])=[CH:9][C:8]([C:12]([NH2:14])=[O:13])=[C:7]2[C:3]=1[C:4]([CH3:19])=[C:5]([C:15]([F:18])([F:17])[F:16])[NH:6]2.[CH2:20]=[C:21]1[CH2:26][CH2:25][N:24]([C:27]([O:29][C:30]([CH3:33])([CH3:32])[CH3:31])=[O:28])[CH2:23][CH2:22]1.C1(CNCC2CCCCC2)CCCCC1. (4) Given the product [Cl:21][C:22]1[CH:27]=[CH:26][C:25]([NH:28][C:29]([O:1][CH2:2][C:3]2[CH:4]=[C:5]([CH:16]=[CH:17][C:18]=2[O:19][CH3:20])[CH2:6][CH:7]([C:8]([O:10][CH3:11])=[O:9])[C:12]([O:14][CH3:15])=[O:13])=[O:30])=[CH:24][CH:23]=1, predict the reactants needed to synthesize it. The reactants are: [OH:1][CH2:2][C:3]1[CH:4]=[C:5]([CH:16]=[CH:17][C:18]=1[O:19][CH3:20])[CH2:6][CH:7]([C:12]([O:14][CH3:15])=[O:13])[C:8]([O:10][CH3:11])=[O:9].[Cl:21][C:22]1[CH:27]=[CH:26][C:25]([N:28]=[C:29]=[O:30])=[CH:24][CH:23]=1. (5) Given the product [N:20]1[C:25]2[O:26][CH2:27][CH2:28][O:29][C:24]=2[CH:23]=[C:22]([CH2:30][N:31]([CH:39]2[CH2:44][CH2:43][N:42]([CH2:16][CH:4]3[C:3]4[C:8]5=[C:9]([O:12][CH2:13][C:14](=[O:15])[N:7]5[CH2:6][CH2:5]3)[CH:10]=[CH:11][C:2]=4[F:1])[CH2:41][CH2:40]2)[C:32](=[O:38])[O:33][C:34]([CH3:37])([CH3:36])[CH3:35])[N:21]=1, predict the reactants needed to synthesize it. The reactants are: [F:1][C:2]1[CH:11]=[CH:10][C:9]2[O:12][CH2:13][C:14](=[O:15])[N:7]3[C:8]=2[C:3]=1[CH:4]([CH:16]=O)[CH2:5][CH2:6]3.CO.[N:20]1[C:25]2[O:26][CH2:27][CH2:28][O:29][C:24]=2[CH:23]=[C:22]([CH2:30][N:31]([CH:39]2[CH2:44][CH2:43][NH:42][CH2:41][CH2:40]2)[C:32](=[O:38])[O:33][C:34]([CH3:37])([CH3:36])[CH3:35])[N:21]=1. (6) Given the product [CH2:11]([S:6][C:5]1[S:1][C:2]([S:7][C:16]2[C:17]([C:22]#[N:23])=[N:18][CH:19]=[CH:20][N:21]=2)=[N:3][N:4]=1)[CH:12]([CH3:14])[CH3:13], predict the reactants needed to synthesize it. The reactants are: [S:1]1[C:5]([SH:6])=[N:4][N:3]=[C:2]1[SH:7].[H-].[Na+].Br[CH2:11][CH:12]([CH3:14])[CH3:13].Cl[C:16]1[C:17]([C:22]#[N:23])=[N:18][CH:19]=[CH:20][N:21]=1. (7) The reactants are: [CH3:1][N:2]1[CH:6]=[C:5]([C:7]#[C:8][C:9]#[C:10][C:11]2[CH:20]=[CH:19][C:14]([C:15]([O:17]C)=[O:16])=[CH:13][CH:12]=2)[CH:4]=[N:3]1.CO.Cl.C([O-])(O)=O.[Na+]. Given the product [CH3:1][N:2]1[CH:6]=[C:5]([C:7]#[C:8][C:9]#[C:10][C:11]2[CH:12]=[CH:13][C:14]([C:15]([OH:17])=[O:16])=[CH:19][CH:20]=2)[CH:4]=[N:3]1, predict the reactants needed to synthesize it.